This data is from Forward reaction prediction with 1.9M reactions from USPTO patents (1976-2016). The task is: Predict the product of the given reaction. Given the reactants [CH3:1][C:2]([C:6]1[CH:7]=[CH:8][CH:9]=[C:10]2[C:15]=1[N:14]=[C:13]([CH3:16])[CH:12]=[CH:11]2)([CH3:5])[CH2:3][OH:4].I[CH3:18].[H-].[Na+].O, predict the reaction product. The product is: [CH3:18][O:4][CH2:3][C:2]([C:6]1[CH:7]=[CH:8][CH:9]=[C:10]2[C:15]=1[N:14]=[C:13]([CH3:16])[CH:12]=[CH:11]2)([CH3:1])[CH3:5].